The task is: Predict the reactants needed to synthesize the given product.. This data is from Full USPTO retrosynthesis dataset with 1.9M reactions from patents (1976-2016). (1) Given the product [CH2:9]([C@@H:7]1[CH2:6][N:5]2[C@H:4]([CH2:3][C:29](=[O:28])[CH2:30][CH2:16]2)[CH2:8]1)[C:10]1[CH:11]=[CH:12][CH:13]=[CH:14][CH:15]=1, predict the reactants needed to synthesize it. The reactants are: CO[C:3](=O)[C@@H:4]1[CH2:8][C:7](=[CH:9][C:10]2[CH:15]=[CH:14][CH:13]=[CH:12][CH:11]=2)[CH2:6][N:5]1[C:16](OCC1C=CC=CC=1)=O.C[O:28][C:29](=O)[C@@H:30]1CC(=C)CN1C(OCC1C=CC=CC=1)=O. (2) Given the product [OH:1][CH2:2][C:3]([NH:5][CH2:6][C@H:7]1[O:12][CH2:11][CH2:10][NH:9][CH2:8]1)=[O:4], predict the reactants needed to synthesize it. The reactants are: [OH:1][CH2:2][C:3]([NH:5][CH2:6][C@H:7]1[O:12][CH2:11][CH2:10][N:9](C(OC(C)(C)C)=O)[CH2:8]1)=[O:4]. (3) Given the product [NH:36]1[CH:40]=[C:39]([CH2:41][N:7]2[CH2:8][C@H:9]([CH2:10][CH2:11][CH2:12][B:13]([OH:14])[OH:17])[C@:5]([NH2:4])([C:22]([OH:23])=[O:45])[CH2:6]2)[N:38]=[CH:37]1, predict the reactants needed to synthesize it. The reactants are: C([NH:4][C@:5]1([C:22](NC(C)(C)C)=[O:23])[C@@H:9]([CH2:10][CH2:11][CH2:12][B:13]2[O:17]C(C)(C)C(C)(C)[O:14]2)[CH2:8][NH:7][CH2:6]1)(=O)C.S([O-])([O-])(=O)=O.[Na+].[Na+].[NH:36]1[CH:40]=[C:39]([CH:41]=O)[N:38]=[CH:37]1.C(O[BH-](OC(=O)C)OC(=O)C)(=[O:45])C.[Na+].C(=O)([O-])[O-].[Na+].[Na+].